From a dataset of NCI-60 drug combinations with 297,098 pairs across 59 cell lines. Regression. Given two drug SMILES strings and cell line genomic features, predict the synergy score measuring deviation from expected non-interaction effect. (1) Drug 1: C1=CC(=CC=C1CCCC(=O)O)N(CCCl)CCCl. Drug 2: CS(=O)(=O)CCNCC1=CC=C(O1)C2=CC3=C(C=C2)N=CN=C3NC4=CC(=C(C=C4)OCC5=CC(=CC=C5)F)Cl. Cell line: HL-60(TB). Synergy scores: CSS=52.8, Synergy_ZIP=0.577, Synergy_Bliss=-4.81, Synergy_Loewe=-11.1, Synergy_HSA=-9.61. (2) Drug 1: CC1=C(C(CCC1)(C)C)C=CC(=CC=CC(=CC(=O)O)C)C. Drug 2: CC1CCC2CC(C(=CC=CC=CC(CC(C(=O)C(C(C(=CC(C(=O)CC(OC(=O)C3CCCCN3C(=O)C(=O)C1(O2)O)C(C)CC4CCC(C(C4)OC)OCCO)C)C)O)OC)C)C)C)OC. Cell line: CCRF-CEM. Synergy scores: CSS=-1.04, Synergy_ZIP=4.09, Synergy_Bliss=6.84, Synergy_Loewe=-11.6, Synergy_HSA=0.158. (3) Drug 1: CN(C)N=NC1=C(NC=N1)C(=O)N. Drug 2: C1=CC(=CC=C1CCCC(=O)O)N(CCCl)CCCl. Cell line: TK-10. Synergy scores: CSS=11.9, Synergy_ZIP=3.36, Synergy_Bliss=6.13, Synergy_Loewe=3.43, Synergy_HSA=5.20. (4) Drug 1: CC1C(C(=O)NC(C(=O)N2CCCC2C(=O)N(CC(=O)N(C(C(=O)O1)C(C)C)C)C)C(C)C)NC(=O)C3=C4C(=C(C=C3)C)OC5=C(C(=O)C(=C(C5=N4)C(=O)NC6C(OC(=O)C(N(C(=O)CN(C(=O)C7CCCN7C(=O)C(NC6=O)C(C)C)C)C)C(C)C)C)N)C. Drug 2: CCC1(C2=C(COC1=O)C(=O)N3CC4=CC5=C(C=CC(=C5CN(C)C)O)N=C4C3=C2)O.Cl. Cell line: IGROV1. Synergy scores: CSS=25.1, Synergy_ZIP=-0.989, Synergy_Bliss=-0.0272, Synergy_Loewe=4.18, Synergy_HSA=5.22. (5) Drug 1: CCCS(=O)(=O)NC1=C(C(=C(C=C1)F)C(=O)C2=CNC3=C2C=C(C=N3)C4=CC=C(C=C4)Cl)F. Drug 2: C#CCC(CC1=CN=C2C(=N1)C(=NC(=N2)N)N)C3=CC=C(C=C3)C(=O)NC(CCC(=O)O)C(=O)O. Cell line: MDA-MB-231. Synergy scores: CSS=4.32, Synergy_ZIP=2.21, Synergy_Bliss=6.49, Synergy_Loewe=3.36, Synergy_HSA=4.32. (6) Drug 1: CC(C)(C#N)C1=CC(=CC(=C1)CN2C=NC=N2)C(C)(C)C#N. Drug 2: CC1=C(C(=O)C2=C(C1=O)N3CC4C(C3(C2COC(=O)N)OC)N4)N. Cell line: KM12. Synergy scores: CSS=27.6, Synergy_ZIP=3.87, Synergy_Bliss=-3.53, Synergy_Loewe=-10.4, Synergy_HSA=-3.19. (7) Drug 1: C1=C(C(=O)NC(=O)N1)F. Drug 2: CC12CCC3C(C1CCC2OP(=O)(O)O)CCC4=C3C=CC(=C4)OC(=O)N(CCCl)CCCl.[Na+]. Cell line: UO-31. Synergy scores: CSS=27.4, Synergy_ZIP=-8.00, Synergy_Bliss=-12.3, Synergy_Loewe=-8.57, Synergy_HSA=-7.65. (8) Drug 1: CCC1(CC2CC(C3=C(CCN(C2)C1)C4=CC=CC=C4N3)(C5=C(C=C6C(=C5)C78CCN9C7C(C=CC9)(C(C(C8N6C)(C(=O)OC)O)OC(=O)C)CC)OC)C(=O)OC)O.OS(=O)(=O)O. Cell line: LOX IMVI. Drug 2: CC1=C(C=C(C=C1)C(=O)NC2=CC(=CC(=C2)C(F)(F)F)N3C=C(N=C3)C)NC4=NC=CC(=N4)C5=CN=CC=C5. Synergy scores: CSS=1.31, Synergy_ZIP=1.73, Synergy_Bliss=1.84, Synergy_Loewe=0.170, Synergy_HSA=-1.71. (9) Synergy scores: CSS=4.43, Synergy_ZIP=-5.03, Synergy_Bliss=-8.89, Synergy_Loewe=-7.85, Synergy_HSA=-6.38. Drug 2: C1=NNC2=C1C(=O)NC=N2. Drug 1: CN(C)C1=NC(=NC(=N1)N(C)C)N(C)C. Cell line: CAKI-1.